Dataset: Blood-brain barrier penetration binary classification data from Martins et al.. Task: Regression/Classification. Given a drug SMILES string, predict its absorption, distribution, metabolism, or excretion properties. Task type varies by dataset: regression for continuous measurements (e.g., permeability, clearance, half-life) or binary classification for categorical outcomes (e.g., BBB penetration, CYP inhibition). Dataset: bbb_martins. (1) The compound is CC(C)Cc1ccc(C(C)C(=O)O)cc1. The result is 0 (does not penetrate BBB). (2) The drug is CN1Cc2c(C(=O)OC(C)(C)C)ncn2-c2ccsc2C1=O. The result is 1 (penetrates BBB). (3) The compound is CC[C@H](NC(=O)c1c(O)c(-c2ccccc2)nc2ccccc12)c1ccccc1. The result is 1 (penetrates BBB). (4) The drug is Cn1c(=O)c2nc[nH]c2n(C)c1=O. The result is 1 (penetrates BBB).